From a dataset of Forward reaction prediction with 1.9M reactions from USPTO patents (1976-2016). Predict the product of the given reaction. (1) Given the reactants [CH3:1][O:2][CH2:3][C@H:4]([C:6]1[CH:11]=[CH:10][CH:9]=[CH:8][CH:7]=1)[NH2:5].[I:12][C:13]1[C:21]2[C:16](=[CH:17][CH:18]=[C:19]([C:22](O)=[O:23])[CH:20]=2)[NH:15][N:14]=1.CN(C(ON1N=NC2C=CC=CC1=2)=[N+](C)C)C.[B-](F)(F)(F)F.CCN(C(C)C)C(C)C, predict the reaction product. The product is: [I:12][C:13]1[C:21]2[C:16](=[CH:17][CH:18]=[C:19]([C:22]([NH:5][C@@H:4]([C:6]3[CH:11]=[CH:10][CH:9]=[CH:8][CH:7]=3)[CH2:3][O:2][CH3:1])=[O:23])[CH:20]=2)[NH:15][N:14]=1. (2) The product is: [CH2:1]([N:8]1[CH2:14][CH:13]2[N:15]([C:21]([O:20][C:17]([CH3:19])([CH3:18])[CH3:16])=[O:22])[CH:10]([CH2:11][CH2:12]2)[CH2:9]1)[C:2]1[CH:3]=[CH:4][CH:5]=[CH:6][CH:7]=1. Given the reactants [CH2:1]([N:8]1[CH2:14][CH:13]2[NH:15][CH:10]([CH2:11][CH2:12]2)[CH2:9]1)[C:2]1[CH:7]=[CH:6][CH:5]=[CH:4][CH:3]=1.[CH3:16][C:17]([O:20][C:21](O[C:21]([O:20][C:17]([CH3:19])([CH3:18])[CH3:16])=[O:22])=[O:22])([CH3:19])[CH3:18].C([O-])(O)=O.[Na+], predict the reaction product.